This data is from Forward reaction prediction with 1.9M reactions from USPTO patents (1976-2016). The task is: Predict the product of the given reaction. (1) Given the reactants [OH:1][CH2:2][C:3]1[N:4]([CH2:12][O:13][CH2:14][CH2:15][Si:16]([CH3:19])([CH3:18])[CH3:17])[CH:5]=[C:6]([C:8]([O:10][CH3:11])=[O:9])[N:7]=1.N1C=CN=C1.[CH3:25][C:26]([Si:29](Cl)([CH3:31])[CH3:30])([CH3:28])[CH3:27], predict the reaction product. The product is: [Si:29]([O:1][CH2:2][C:3]1[N:4]([CH2:12][O:13][CH2:14][CH2:15][Si:16]([CH3:18])([CH3:17])[CH3:19])[CH:5]=[C:6]([C:8]([O:10][CH3:11])=[O:9])[N:7]=1)([C:26]([CH3:28])([CH3:27])[CH3:25])([CH3:31])[CH3:30]. (2) Given the reactants C(OC([NH:8][C@H:9]1[CH2:14][CH2:13][CH2:12][CH2:11][C@H:10]1[NH:15][C:16]1[N:21]=[C:20]([C:22]2[S:26][N:25]=[C:24]([CH2:27][CH3:28])[CH:23]=2)[C:19]2[C:29](=[O:39])[N:30](C(OC(C)(C)C)=O)[CH2:31][C:18]=2[C:17]=1[F:40])=O)(C)(C)C.Cl.O1CCOCC1.CCO, predict the reaction product. The product is: [NH2:8][C@H:9]1[CH2:14][CH2:13][CH2:12][CH2:11][C@H:10]1[NH:15][C:16]1[N:21]=[C:20]([C:22]2[S:26][N:25]=[C:24]([CH2:27][CH3:28])[CH:23]=2)[C:19]2[C:29](=[O:39])[NH:30][CH2:31][C:18]=2[C:17]=1[F:40]. (3) Given the reactants Br[C:2]1[N:18]=[C:5]2[C:6]([O:10][C:11]3[CH:16]=[CH:15][CH:14]=[C:13]([Cl:17])[CH:12]=3)=[CH:7][CH:8]=[CH:9][N:4]2[N:3]=1.[CH3:19][C:20]1[O:24][C:23]([N:25]2[CH2:30][CH2:29][CH:28]([NH2:31])[CH2:27][CH2:26]2)=[N:22][N:21]=1, predict the reaction product. The product is: [Cl:17][C:13]1[CH:12]=[C:11]([CH:16]=[CH:15][CH:14]=1)[O:10][C:6]1[C:5]2[N:4]([N:3]=[C:2]([NH:31][CH:28]3[CH2:29][CH2:30][N:25]([C:23]4[O:24][C:20]([CH3:19])=[N:21][N:22]=4)[CH2:26][CH2:27]3)[N:18]=2)[CH:9]=[CH:8][CH:7]=1. (4) The product is: [CH2:5]([O:12][C:13]([NH:15][C@@H:16]([CH2:20][N:21]([C:28]1[CH:29]=[CH:30][CH:31]=[CH:32][CH:33]=1)[C:22]1[CH:23]=[CH:24][CH:25]=[CH:26][CH:27]=1)[C:17]([O:19][CH3:34])=[O:18])=[O:14])[C:6]1[CH:7]=[CH:8][CH:9]=[CH:10][CH:11]=1. Given the reactants S(Cl)(Cl)=O.[CH2:5]([O:12][C:13]([NH:15][C@@H:16]([CH2:20][N:21]([C:28]1[CH:33]=[CH:32][CH:31]=[CH:30][CH:29]=1)[C:22]1[CH:27]=[CH:26][CH:25]=[CH:24][CH:23]=1)[C:17]([OH:19])=[O:18])=[O:14])[C:6]1[CH:11]=[CH:10][CH:9]=[CH:8][CH:7]=1.[CH3:34]O, predict the reaction product.